Dataset: Forward reaction prediction with 1.9M reactions from USPTO patents (1976-2016). Task: Predict the product of the given reaction. The product is: [CH:5]1([CH2:10][CH2:11][CH2:12][N:13]2[C:17](=[O:18])[N:16]([C:19]3[CH:20]=[CH:21][C:22]([NH:25][S:26]([C:29]4[CH:30]=[C:31]5[C:36](=[CH:37][CH:38]=4)[O:35][CH:34]([CH2:39][NH2:41])[CH2:33][CH2:32]5)(=[O:27])=[O:28])=[CH:23][CH:24]=3)[N:15]=[N:14]2)[CH2:9][CH2:8][CH2:7][CH2:6]1. Given the reactants B.CSC.[CH:5]1([CH2:10][CH2:11][CH2:12][N:13]2[C:17](=[O:18])[N:16]([C:19]3[CH:24]=[CH:23][C:22]([NH:25][S:26]([C:29]4[CH:30]=[C:31]5[C:36](=[CH:37][CH:38]=4)[O:35][CH:34]([C:39]([NH2:41])=O)[CH2:33][CH2:32]5)(=[O:28])=[O:27])=[CH:21][CH:20]=3)[N:15]=[N:14]2)[CH2:9][CH2:8][CH2:7][CH2:6]1.Cl.[OH-].[Na+], predict the reaction product.